From a dataset of Catalyst prediction with 721,799 reactions and 888 catalyst types from USPTO. Predict which catalyst facilitates the given reaction. (1) Reactant: Cl.[CH2:2]([N:9]1[CH2:14][CH2:13][C:12]([C:18]2[CH:23]=[CH:22][CH:21]=[CH:20][CH:19]=2)([C:15](O)=[O:16])[CH2:11][CH2:10]1)[C:3]1[CH:8]=[CH:7][CH:6]=[CH:5][CH:4]=1.C([N:26]([CH2:29][CH3:30])[CH2:27][CH3:28])C.[CH2:31](Cl)CCl. Product: [CH2:2]([N:9]1[CH2:14][CH2:13][C:12]([C:15]([N:26]2[CH2:27][CH2:28][CH2:31][CH2:30][CH2:29]2)=[O:16])([C:18]2[CH:19]=[CH:20][CH:21]=[CH:22][CH:23]=2)[CH2:11][CH2:10]1)[C:3]1[CH:8]=[CH:7][CH:6]=[CH:5][CH:4]=1. The catalyst class is: 79. (2) Reactant: [H-].[Na+].[NH2:3][C:4]1[CH:9]=[CH:8][CH:7]=[CH:6][C:5]=1[S:10][C:11]1[S:12][C:13]([CH3:18])=[CH:14][C:15]=1[C:16]#[N:17].[Cl-].[Na+].C(OCC)(=O)C. Product: [CH3:18][C:13]1[S:12][C:11]2[S:10][C:5]3[CH:6]=[CH:7][CH:8]=[CH:9][C:4]=3[N:3]=[C:16]([NH2:17])[C:15]=2[CH:14]=1. The catalyst class is: 7.